From a dataset of Catalyst prediction with 721,799 reactions and 888 catalyst types from USPTO. Predict which catalyst facilitates the given reaction. (1) Reactant: C(NC(=NC(C)C)O[C:7]([CH3:10])([CH3:9])[CH3:8])(C)C.[Cl:15][C:16]1[N:24]=[C:23]([Cl:25])[C:22]([F:26])=[CH:21][C:17]=1[C:18]([OH:20])=[O:19]. Product: [Cl:15][C:16]1[N:24]=[C:23]([Cl:25])[C:22]([F:26])=[CH:21][C:17]=1[C:18]([O:20][C:7]([CH3:10])([CH3:9])[CH3:8])=[O:19]. The catalyst class is: 107. (2) Reactant: C(OC([N:6]1[CH:10]=[C:9]([C:11]2[C:12]3[CH:19]=[CH:18][N:17]([CH2:20][O:21][CH2:22][CH2:23][Si:24]([CH3:27])([CH3:26])[CH3:25])[C:13]=3[N:14]=[CH:15][N:16]=2)[CH:8]=[N:7]1)C)C.O1CCCC1.Cl.[OH-].[Na+]. Product: [NH:6]1[CH:10]=[C:9]([C:11]2[C:12]3[CH:19]=[CH:18][N:17]([CH2:20][O:21][CH2:22][CH2:23][Si:24]([CH3:27])([CH3:26])[CH3:25])[C:13]=3[N:14]=[CH:15][N:16]=2)[CH:8]=[N:7]1. The catalyst class is: 6. (3) Reactant: Cl[C:2]1[CH:7]=[C:6]([N:8]2[CH2:13][CH2:12][N:11]([CH3:14])[CH2:10][CH2:9]2)[N:5]=[C:4]([NH2:15])[N:3]=1.[CH2:16]1[C:25]2[C:20](=[CH:21][CH:22]=[CH:23][CH:24]=2)[CH2:19][C:18](=[O:26])[NH:17]1.CC1(C)C2C=CC=C(P(C3C=CC=CC=3)C3C=CC=CC=3)C=2OC2C1=CC=CC=2P(C1C=CC=CC=1)C1C=CC=CC=1.C(=O)([O-])[O-].[Cs+].[Cs+]. Product: [NH2:15][C:4]1[N:3]=[C:2]([N:17]2[C:18](=[O:26])[CH2:19][C:20]3[C:25](=[CH:24][CH:23]=[CH:22][CH:21]=3)[CH2:16]2)[CH:7]=[C:6]([N:8]2[CH2:13][CH2:12][N:11]([CH3:14])[CH2:10][CH2:9]2)[N:5]=1. The catalyst class is: 160. (4) The catalyst class is: 120. Product: [Br:8][CH2:9][C:10]([NH:1][C:2]1[CH:7]=[N:6][CH:5]=[CH:4][N:3]=1)=[O:11]. Reactant: [NH2:1][C:2]1[CH:7]=[N:6][CH:5]=[CH:4][N:3]=1.[Br:8][CH2:9][C:10](O[C:10](=[O:11])[CH2:9][Br:8])=[O:11]. (5) Reactant: C(OC([NH:8][C:9]1[N:10]=[CH:11][C:12]([CH2:15][O:16][C:17](=[O:19])[CH3:18])=[N:13][CH:14]=1)=O)(C)(C)C.[C:20]([OH:26])([C:22]([F:25])([F:24])[F:23])=[O:21]. The catalyst class is: 2. Product: [F:23][C:22]([F:25])([F:24])[C:20]([OH:26])=[O:21].[NH2:8][C:9]1[N:10]=[CH:11][C:12]([CH2:15][O:16][C:17](=[O:19])[CH3:18])=[N:13][CH:14]=1. (6) Reactant: [CH:1](/[C:5]1([CH2:17][CH2:18][C:19](=[O:22])[CH2:20][CH3:21])[CH2:13][C:12]2[C:7](=[CH:8][CH:9]=[C:10]([O:14][CH3:15])[CH:11]=2)[C:6]1=O)=[CH:2]\[CH2:3][CH3:4].[OH-].[Na+]. Product: [CH:1](/[C:5]12[CH2:17][CH2:18][C:19](=[O:22])[C:20]([CH3:21])=[C:6]1[C:7]1[C:12](=[CH:11][C:10]([O:14][CH3:15])=[CH:9][CH:8]=1)[CH2:13]2)=[CH:2]\[CH2:3][CH3:4]. The catalyst class is: 5. (7) The catalyst class is: 5. Reactant: [O:1]1[C:5]2[CH:6]=[CH:7][CH:8]=[CH:9][C:4]=2[CH:3]=[C:2]1[CH:10]=[O:11].[BH4-].[Na+].O. Product: [O:1]1[C:5]2[CH:6]=[CH:7][CH:8]=[CH:9][C:4]=2[CH:3]=[C:2]1[CH2:10][OH:11].